From a dataset of Full USPTO retrosynthesis dataset with 1.9M reactions from patents (1976-2016). Predict the reactants needed to synthesize the given product. (1) The reactants are: [NH:1]1[CH2:4][CH:3]([NH:5]C(=O)OC(C)(C)C)[CH2:2]1.CC1C=CC(S(O[C:24]2[C:33]3[CH2:32][CH2:31][CH2:30][C:29]4([CH2:37][CH2:36][CH2:35][CH2:34]4)[C:28]=3[N:27]=[C:26]([NH2:38])[N:25]=2)(=O)=O)=CC=1. Given the product [NH2:5][CH:3]1[CH2:2][N:1]([C:24]2[C:33]3[CH2:32][CH2:31][CH2:30][C:29]4([CH2:37][CH2:36][CH2:35][CH2:34]4)[C:28]=3[N:27]=[C:26]([NH2:38])[N:25]=2)[CH2:4]1, predict the reactants needed to synthesize it. (2) Given the product [CH2:1]([NH:3][C:4](=[O:41])[NH:5][C:6]1[N:11]=[CH:10][C:9]([C:12]2[CH:13]=[N:14][CH:15]=[C:16]([C:18]3[O:19][C:47]([CH3:48])=[N:50][N:51]=3)[CH:17]=2)=[C:8]([C:21]2[S:22][C:23]([C:30]([NH:31][CH2:32][CH2:33][N:34]3[CH2:39][CH2:38][O:37][CH2:36][CH2:35]3)=[O:40])=[C:24]([C:26]([F:27])([F:28])[F:29])[N:25]=2)[CH:7]=1)[CH3:2], predict the reactants needed to synthesize it. The reactants are: [CH2:1]([NH:3][C:4](=[O:41])[NH:5][C:6]1[N:11]=[CH:10][C:9]([C:12]2[CH:13]=[N:14][CH:15]=[C:16]([C:18](O)=[O:19])[CH:17]=2)=[C:8]([C:21]2[S:22][C:23]([C:30](=[O:40])[NH:31][CH2:32][CH2:33][N:34]3[CH2:39][CH2:38][O:37][CH2:36][CH2:35]3)=[C:24]([C:26]([F:29])([F:28])[F:27])[N:25]=2)[CH:7]=1)[CH3:2].P(Cl)(Cl)(Cl)=O.[C:47]([NH:50][NH2:51])(=O)[CH3:48]. (3) Given the product [BrH:15].[CH3:8][N:6]([CH2:5][C:4]1[C:3]([CH2:1][CH3:2])=[C:12]([OH:13])[CH:11]=[CH:10][CH:9]=1)[CH3:7], predict the reactants needed to synthesize it. The reactants are: [CH2:1]([C:3]1[C:12]([O:13]C)=[CH:11][CH:10]=[CH:9][C:4]=1[CH2:5][N:6]([CH3:8])[CH3:7])[CH3:2].[BrH:15].C(O)(=O)C. (4) Given the product [C:1]([O:5][C:6](=[O:20])[C@@H:7]([N:10]1[C:11](=[O:12])[C:13]2[N:14]=[CH:15][CH:16]=[CH:17][C:18]=2[NH:19][C:21]1=[O:22])[CH2:8][CH3:9])([CH3:2])([CH3:3])[CH3:4], predict the reactants needed to synthesize it. The reactants are: [C:1]([O:5][C:6](=[O:20])[C@@H:7]([NH:10][C:11]([C:13]1[C:18]([NH2:19])=[CH:17][CH:16]=[CH:15][N:14]=1)=[O:12])[CH2:8][CH3:9])([CH3:4])([CH3:3])[CH3:2].[C:21](N1C=CN=C1)(N1C=CN=C1)=[O:22].N12CCCN=C1CCCCC2.O.